This data is from Forward reaction prediction with 1.9M reactions from USPTO patents (1976-2016). The task is: Predict the product of the given reaction. (1) The product is: [CH3:24][O:23][C:20]1[CH:19]=[CH:18][C:17]([N:13]2[C:8]3[N:9]=[C:10]([CH3:12])[CH:11]=[C:6]([C:4]([OH:5])=[O:3])[C:7]=3[C:15]([CH3:16])=[N:14]2)=[CH:22][CH:21]=1. Given the reactants C([O:3][C:4]([C:6]1[C:7]2[C:15]([CH3:16])=[N:14][N:13]([C:17]3[CH:22]=[CH:21][C:20]([O:23][CH3:24])=[CH:19][CH:18]=3)[C:8]=2[N:9]=[C:10]([CH3:12])[CH:11]=1)=[O:5])C.O[Li].O, predict the reaction product. (2) Given the reactants [N+:1]([C:4]1[CH:15]=[CH:14][C:7]2[NH:8][C:9](=O)[CH2:10][CH2:11][CH2:12][C:6]=2[CH:5]=1)([O-:3])=[O:2].B.C1COCC1, predict the reaction product. The product is: [N+:1]([C:4]1[CH:15]=[CH:14][C:7]2[NH:8][CH2:9][CH2:10][CH2:11][CH2:12][C:6]=2[CH:5]=1)([O-:3])=[O:2]. (3) Given the reactants [N+:1]([C:4]1[CH:5]=[C:6]([S:10]([CH2:13][CH2:14][OH:15])(=[O:12])=[O:11])[CH:7]=[CH:8][CH:9]=1)([O-:3])=[O:2].[CH3:16][S:17](Cl)(=[O:19])=[O:18], predict the reaction product. The product is: [CH3:16][S:17]([O:15][CH2:14][CH2:13][S:10]([C:6]1[CH:7]=[CH:8][CH:9]=[C:4]([N+:1]([O-:3])=[O:2])[CH:5]=1)(=[O:12])=[O:11])(=[O:19])=[O:18]. (4) Given the reactants CO[C:3]([C:5]1[CH:6]=[C:7]([CH:15]2[CH2:18][CH2:17][CH2:16]2)[N:8]2[C:13]=1[C:12]([Cl:14])=[CH:11][CH:10]=[CH:9]2)=[O:4].Cl.[NH2:20][CH2:21][C:22]1([OH:31])[CH2:27][CH2:26][C:25]([F:29])([F:28])[CH:24]([CH3:30])[CH2:23]1.C(N(C(C)C)C(C)C)C.N12CCN(CC1)CC2.C[Al](C)C, predict the reaction product. The product is: [Cl:14][C:12]1[C:13]2[N:8]([C:7]([CH:15]3[CH2:16][CH2:17][CH2:18]3)=[CH:6][C:5]=2[C:3]([NH:20][CH2:21][C:22]2([OH:31])[CH2:27][CH2:26][C:25]([F:29])([F:28])[CH:24]([CH3:30])[CH2:23]2)=[O:4])[CH:9]=[CH:10][CH:11]=1. (5) Given the reactants [CH3:1][C:2]1[CH:11]=[C:10]([CH3:12])[CH:9]=[C:8]2[C:3]=1[CH2:4][CH2:5][C:6](B(O)O)=[CH:7]2.[Cl:16][C:17]1[CH:18]=[C:19]([CH2:23][N:24]2[CH:28]=[CH:27][N:26]=[C:25]2[CH3:29])[N:20]=[N:21][CH:22]=1, predict the reaction product. The product is: [ClH:16].[CH3:1][C:2]1[CH:11]=[C:10]([CH3:12])[CH:9]=[C:8]2[C:3]=1[CH2:4][CH2:5][C:6]([C:17]1[CH:18]=[C:19]([CH2:23][N:24]3[CH:28]=[CH:27][N:26]=[C:25]3[CH3:29])[N:20]=[N:21][CH:22]=1)=[CH:7]2. (6) The product is: [CH:2]1([CH3:3])[CH2:4][CH2:5][CH:6]([CH:7]([CH3:8])[CH3:9])[CH:10]([OH:11])[CH2:1]1. Given the reactants [CH:1]1[C:10]([OH:11])=[C:6]([CH:7]([CH3:9])[CH3:8])[CH:5]=[CH:4][C:2]=1[CH3:3], predict the reaction product. (7) Given the reactants Cl[C:2]1[N:3]=[C:4]([N:16]2[CH2:21][CH2:20][O:19][CH2:18][CH2:17]2)[C:5]2[CH:10]=[CH:9][N:8]([CH2:11][CH2:12][N:13]([CH3:15])[CH3:14])[C:6]=2[N:7]=1.[OH:22][CH2:23][C:24]1[CH:25]=[C:26](B(O)O)[CH:27]=[CH:28][CH:29]=1, predict the reaction product. The product is: [CH3:14][N:13]([CH3:15])[CH2:12][CH2:11][N:8]1[C:6]2[N:7]=[C:2]([C:28]3[CH:29]=[C:24]([CH2:23][OH:22])[CH:25]=[CH:26][CH:27]=3)[N:3]=[C:4]([N:16]3[CH2:21][CH2:20][O:19][CH2:18][CH2:17]3)[C:5]=2[CH:10]=[CH:9]1. (8) The product is: [CH3:32][CH:31]([CH3:33])[C@H:26]([N:21]1[CH2:20][C:19]2[C:23](=[CH:24][C:16]([C:13]3[CH:12]=[CH:11][C:10]([NH:9][C:1]([C:2]4[CH:3]=[CH:4][C:5]5[C:48]([CH3:44])([CH3:47])[CH2:49][CH2:41][C:38]([CH3:39])([CH3:37])[C:6]=5[CH:7]=4)=[O:8])=[CH:15][CH:14]=3)=[CH:17][CH:18]=2)[C:22]1=[O:25])[C:27]([O:29][CH3:30])=[O:28]. Given the reactants [C:1]([NH:9][C:10]1[CH:15]=[CH:14][C:13]([C:16]2[CH:24]=[C:23]3[C:19]([CH2:20][N:21]([C@@H:26]([CH:31]([CH3:33])[CH3:32])[C:27]([O:29][CH3:30])=[O:28])[C:22]3=[O:25])=[CH:18][CH:17]=2)=[CH:12][CH:11]=1)(=[O:8])[C:2]1[CH:7]=[CH:6][CH:5]=[CH:4][CH:3]=1.NC1C=[CH:39][C:38]([C:41]2[CH:49]=[C:48]3[C:44](CN([C@@H](C(C)C)C(OC)=O)[C:47]3=O)=CC=2)=[CH:37]C=1.CC1(C)CCC(C)(C)C2C=C(C(Cl)=O)C=CC1=2, predict the reaction product. (9) Given the reactants [CH:1]1([NH2:4])[CH2:3][CH2:2]1.[CH:5]([Mg]Cl)([CH3:7])[CH3:6].[CH:10]1([NH-])[CH2:12][CH2:11]1.Cl[Mg+].C(OC([CH2:26][NH:27][CH2:28][CH2:29][O:30][C:31]1[CH:36]=[CH:35][CH:34]=[CH:33][C:32]=1[C:37]1([NH:40][C:41]2[C:42](=[O:60])[N:43]([C:48]3[CH:49]=[C:50]([CH:55]=[C:56]([F:59])[C:57]=3[CH3:58])[C:51]([O:53]C)=O)[CH:44]=[C:45]([Br:47])[N:46]=2)[CH2:39][CH2:38]1)=O)C1C=CC=CC=1.[C:61]([O:64][CH2:65]C)(=[O:63])C, predict the reaction product. The product is: [CH2:65]([O:64][C:61](=[O:63])[N:27]([CH2:28][CH2:29][O:30][C:31]1[CH:36]=[CH:35][CH:34]=[CH:33][C:32]=1[C:37]1([NH:40][C:41]2[C:42](=[O:60])[N:43]([C:48]3[CH:49]=[C:50]([C:51](=[O:53])[NH:4][CH:1]4[CH2:3][CH2:2]4)[CH:55]=[C:56]([F:59])[C:57]=3[CH3:58])[CH:44]=[C:45]([Br:47])[N:46]=2)[CH2:38][CH2:39]1)[CH3:26])[C:12]1[CH:10]=[CH:7][CH:5]=[CH:6][CH:11]=1. (10) Given the reactants [Cl:1][C:2]1[CH:3]=[C:4]([CH:29]=[CH:30][C:31]=1[O:32][CH:33]([CH3:35])[CH3:34])[C:5]([NH:7][C@H:8]([CH2:26][CH2:27][OH:28])[CH2:9][C:10]1[CH:15]=[CH:14][C:13]([C:16]2[N:17]=[C:18]([C:22](=NO)[CH3:23])[N:19]([CH3:21])[CH:20]=2)=[CH:12][CH:11]=1)=[O:6].[C:36]([O-:39])([O-])=O.[K+].[K+].ICC.CN([CH:48]=[O:49])C, predict the reaction product. The product is: [Cl:1][C:2]1[CH:3]=[C:4]([CH:29]=[CH:30][C:31]=1[O:32][CH:33]([CH3:34])[CH3:35])[C:5]([NH:7][C@H:8]([CH2:26][CH2:27][OH:28])[CH2:9][C:10]1[CH:15]=[CH:14][C:13]([C:16]2[N:17]=[C:18]([C:22]3([CH3:23])[O:39][CH2:36][CH2:48][O:49]3)[N:19]([CH3:21])[CH:20]=2)=[CH:12][CH:11]=1)=[O:6].